Task: Predict the reaction yield, written as a fraction of the theoretical maximum amount of product (1.0 means a 100% yield; for example, 0.34 means a 34% yield).. Dataset: Reaction yield outcomes from USPTO patents with 853,638 reactions (1) The reactants are C([O:3][C:4]([C@H:6]1[C@H:8]([C:9](=[O:33])[NH:10][CH:11]([CH2:27][C:28]2[N:29]=[CH:30][NH:31][CH:32]=2)[C:12]([NH:14][C:15]2[S:16][CH:17]=[C:18]([C:20]3[CH:25]=[CH:24][C:23]([F:26])=[CH:22][CH:21]=3)[N:19]=2)=[O:13])[O:7]1)=[O:5])C.[Li+].[OH-]. The catalyst is C1COCC1.CO.O. The product is [F:26][C:23]1[CH:22]=[CH:21][C:20]([C:18]2[N:19]=[C:15]([NH:14][C:12](=[O:13])[C@@H:11]([NH:10][C:9]([C@@H:8]3[O:7][C@H:6]3[C:4]([OH:5])=[O:3])=[O:33])[CH2:27][C:28]3[N:29]=[CH:30][NH:31][CH:32]=3)[S:16][CH:17]=2)=[CH:25][CH:24]=1. The yield is 0.452. (2) The reactants are [Cl-].[Cl-].[Cl-].[Al+3].[CH:5]1([CH2:10][C:11](Cl)=[O:12])[CH2:9][CH2:8][CH2:7][CH2:6]1.O.[C:15]1([CH3:21])[CH:20]=[CH:19][CH:18]=[CH:17][CH:16]=1. No catalyst specified. The product is [CH:5]1([CH2:10][C:11]([C:18]2[CH:19]=[CH:20][C:15]([CH3:21])=[CH:16][CH:17]=2)=[O:12])[CH2:9][CH2:8][CH2:7][CH2:6]1. The yield is 0.910. (3) The reactants are Cl[C:2]1[N:7]=[CH:6][C:5]([O:8][C:9]2[CH:10]=[C:11]([CH:21]=[CH:22][CH:23]=2)[O:12][CH2:13][CH2:14][N:15]2[CH2:20][CH2:19][O:18][CH2:17][CH2:16]2)=[CH:4][CH:3]=1.[F:24][C:25]1[CH:31]=[CH:30][C:28]([NH2:29])=[CH:27][C:26]=1[O:32][CH3:33].C1(P(C2C=CC=CC=2)C2C3OC4C(=CC=CC=4P(C4C=CC=CC=4)C4C=CC=CC=4)C(C)(C)C=3C=CC=2)C=CC=CC=1.C(=O)([O-])[O-].[Cs+].[Cs+]. The catalyst is O1CCOCC1.C(OCC)(=O)C. The product is [F:24][C:25]1[CH:31]=[CH:30][C:28]([NH:29][C:2]2[CH:3]=[CH:4][C:5]([O:8][C:9]3[CH:23]=[CH:22][CH:21]=[C:11]([O:12][CH2:13][CH2:14][N:15]4[CH2:20][CH2:19][O:18][CH2:17][CH2:16]4)[CH:10]=3)=[CH:6][N:7]=2)=[CH:27][C:26]=1[O:32][CH3:33]. The yield is 0.140. (4) The reactants are [O:1]1[C:10]2[CH:9]=[C:8]([CH2:11][OH:12])[N:7]=[CH:6][C:5]=2[O:4][CH2:3][CH2:2]1. The catalyst is ClCCl.[O-2].[O-2].[Mn+4]. The product is [O:1]1[C:10]2[CH:9]=[C:8]([CH:11]=[O:12])[N:7]=[CH:6][C:5]=2[O:4][CH2:3][CH2:2]1. The yield is 0.610. (5) The reactants are [CH3:1][C:2](C)([O-:4])C.[K+].[CH3:7][C:8]([CH:10]1[CH2:12][CH2:11]1)=[O:9].C(OCC)(=O)C. The catalyst is C1COCC1. The product is [CH:10]1([C:8](=[O:9])[CH2:7][C:2](=[O:4])[CH3:1])[CH2:12][CH2:11]1. The yield is 0.700. (6) The reactants are Br[C:2]1[CH:3]=[C:4]([CH:8]([N:12]2[CH:16]=[C:15]([C:17]3[C:18]4[CH:25]=[CH:24][N:23]([CH2:26][O:27][CH2:28][CH2:29][Si:30]([CH3:33])([CH3:32])[CH3:31])[C:19]=4[N:20]=[CH:21][N:22]=3)[CH:14]=[N:13]2)[CH2:9][C:10]#[N:11])[CH:5]=[N:6][CH:7]=1.O1CCOCC1.CCN(C(C)C)C(C)C.[C:49]1([SH:55])[CH:54]=[CH:53][CH:52]=[CH:51][CH:50]=1. The catalyst is C1C=CC(/C=C/C(/C=C/C2C=CC=CC=2)=O)=CC=1.C1C=CC(/C=C/C(/C=C/C2C=CC=CC=2)=O)=CC=1.[Pd].CC1(C)C2C=CC=C(P(C3C=CC=CC=3)C3C=CC=CC=3)C=2OC2C1=CC=CC=2P(C1C=CC=CC=1)C1C=CC=CC=1. The product is [C:49]1([S:55][C:2]2[CH:3]=[C:4]([CH:8]([N:12]3[CH:16]=[C:15]([C:17]4[C:18]5[CH:25]=[CH:24][N:23]([CH2:26][O:27][CH2:28][CH2:29][Si:30]([CH3:33])([CH3:32])[CH3:31])[C:19]=5[N:20]=[CH:21][N:22]=4)[CH:14]=[N:13]3)[CH2:9][C:10]#[N:11])[CH:5]=[N:6][CH:7]=2)[CH:54]=[CH:53][CH:52]=[CH:51][CH:50]=1. The yield is 0.800. (7) The reactants are [CH2:1]([O:3][C:4]([CH:6]1[C:18]2[C:17]3[C:12](=[C:13](Cl)[CH:14]=[CH:15][C:16]=3[O:19][CH3:20])[N:11]([CH2:22][CH2:23][F:24])[C:10]=2[CH2:9][CH2:8][CH2:7]1)=[O:5])[CH3:2].C(N(CC)CC)C. The catalyst is CO.[Pd]. The product is [CH2:1]([O:3][C:4]([CH:6]1[C:18]2[C:17]3[C:12](=[CH:13][CH:14]=[CH:15][C:16]=3[O:19][CH3:20])[N:11]([CH2:22][CH2:23][F:24])[C:10]=2[CH2:9][CH2:8][CH2:7]1)=[O:5])[CH3:2]. The yield is 0.880. (8) The reactants are [CH:1]1([C:4](=O)[CH2:5][C:6]([O:8]C)=[O:7])[CH2:3][CH2:2]1.CO[CH:13](OC)[N:14]([CH3:16])C.C[NH:20]N. The catalyst is C(OCC)C.C(OCC)(=O)C. The product is [CH:1]1([C:4]2[C:5]([C:6]([OH:8])=[O:7])=[CH:13][N:14]([CH3:16])[N:20]=2)[CH2:3][CH2:2]1. The yield is 0.750. (9) The reactants are [NH2:1][C:2]1[CH:7]=[CH:6][C:5]([OH:8])=[CH:4][CH:3]=1.CC(C)([O-])C.[K+].F[C:16]1[CH:21]=[CH:20][N:19]=[C:18]([C:22]([F:25])([F:24])[F:23])[CH:17]=1. The catalyst is CN(C)C(=O)C. The product is [F:23][C:22]([F:25])([F:24])[C:18]1[CH:17]=[C:16]([O:8][C:5]2[CH:6]=[CH:7][C:2]([NH2:1])=[CH:3][CH:4]=2)[CH:21]=[CH:20][N:19]=1. The yield is 0.790.